This data is from Peptide-MHC class I binding affinity with 185,985 pairs from IEDB/IMGT. The task is: Regression. Given a peptide amino acid sequence and an MHC pseudo amino acid sequence, predict their binding affinity value. This is MHC class I binding data. (1) The peptide sequence is FPASHMATY. The MHC is HLA-B08:01 with pseudo-sequence HLA-B08:01. The binding affinity (normalized) is 0.0847. (2) The peptide sequence is TTKATTQIA. The MHC is HLA-A30:01 with pseudo-sequence HLA-A30:01. The binding affinity (normalized) is 0.827.